Dataset: Catalyst prediction with 721,799 reactions and 888 catalyst types from USPTO. Task: Predict which catalyst facilitates the given reaction. (1) Product: [Br:1][CH2:2][C:3]1[CH:11]=[CH:10][CH:9]=[C:8]([CH3:12])[C:4]=1[C:5]([O:14][CH3:13])=[O:6]. Reactant: [Br:1][CH2:2][C:3]1[CH:11]=[CH:10][CH:9]=[C:8]([CH3:12])[C:4]=1[C:5](Br)=[O:6].[CH3:13][OH:14]. The catalyst class is: 194. (2) Reactant: [CH3:1][N:2]([CH2:4][C:5]1[CH:28]=[CH:27][C:8]2[C:9]([CH2:12][CH2:13][CH:14]3[CH2:19][CH2:18][N:17]([CH2:20][C:21]4[CH:26]=[CH:25][CH:24]=[CH:23][CH:22]=4)[CH2:16][CH2:15]3)=[N:10][O:11][C:7]=2[C:6]=1[O:29][CH2:30][CH:31]1[CH2:33][CH2:32]1)[CH3:3].[ClH:34]. Product: [ClH:34].[ClH:34].[CH3:1][N:2]([CH2:4][C:5]1[CH:28]=[CH:27][C:8]2[C:9]([CH2:12][CH2:13][CH:14]3[CH2:15][CH2:16][N:17]([CH2:20][C:21]4[CH:26]=[CH:25][CH:24]=[CH:23][CH:22]=4)[CH2:18][CH2:19]3)=[N:10][O:11][C:7]=2[C:6]=1[O:29][CH2:30][CH:31]1[CH2:32][CH2:33]1)[CH3:3]. The catalyst class is: 125. (3) Reactant: [CH:1]1([C:4]2[C:5]([CH2:17][O:18][C:19]3[CH:24]=[CH:23][C:22]([C:25]4[CH:29]=[C:28]([CH3:30])[N:27]([CH3:31])[N:26]=4)=[CH:21][C:20]=3[CH3:32])=[C:6]([N:10]3[C:14](=[O:15])[N:13]([CH3:16])[N:12]=[N:11]3)[CH:7]=[CH:8][CH:9]=2)[CH2:3][CH2:2]1.[Cl:33]N1C(=O)CCC1=O. Product: [CH:1]1([C:4]2[C:5]([CH2:17][O:18][C:19]3[CH:24]=[CH:23][C:22]([C:25]4[C:29]([Cl:33])=[C:28]([CH3:30])[N:27]([CH3:31])[N:26]=4)=[CH:21][C:20]=3[CH3:32])=[C:6]([N:10]3[C:14](=[O:15])[N:13]([CH3:16])[N:12]=[N:11]3)[CH:7]=[CH:8][CH:9]=2)[CH2:3][CH2:2]1. The catalyst class is: 22. (4) The catalyst class is: 7. Product: [N+:1]([C:4]1[CH:5]=[C:6]([CH:16]=[CH:17][CH:18]=1)[CH:7]=[C:20]1[CH2:25][CH2:24][N:23]([C:26]([O:28][C:29]([CH3:32])([CH3:31])[CH3:30])=[O:27])[CH2:22][CH2:21]1)([O-:3])=[O:2]. Reactant: [N+:1]([C:4]1[CH:5]=[C:6]([CH:16]=[CH:17][CH:18]=1)[CH2:7]P(=O)(OCC)OCC)([O-:3])=[O:2].O=[C:20]1[CH2:25][CH2:24][N:23]([C:26]([O:28][C:29]([CH3:32])([CH3:31])[CH3:30])=[O:27])[CH2:22][CH2:21]1.[H-].[Na+]. (5) Product: [C:26]([C:27]1[CH:28]=[C:11]([C:10](=[O:18])[C:7]2[CH:6]=[CH:5][C:4]([C:2]#[N:3])=[CH:9][CH:8]=2)[N:12]2[C:17]=1[CH:16]=[CH:15][CH:14]=[CH:13]2)(=[O:29])[CH3:25]. Reactant: [Br-].[C:2]([C:4]1[CH:9]=[CH:8][C:7]([C:10](=[O:18])[CH2:11][N+:12]2[CH:17]=[CH:16][CH:15]=[CH:14][CH:13]=2)=[CH:6][CH:5]=1)#[N:3].C(=O)([O-])[O-].[K+].[K+].[CH3:25][C:26](=[O:29])[C:27]#[CH:28]. The catalyst class is: 7.